This data is from Full USPTO retrosynthesis dataset with 1.9M reactions from patents (1976-2016). The task is: Predict the reactants needed to synthesize the given product. (1) Given the product [Br:1][C:2]1[C:3]2[CH2:13][S:12][CH2:11][C:4]=2[S:5][C:6]=1[C:7]([OH:9])=[O:8], predict the reactants needed to synthesize it. The reactants are: [Br:1][C:2]1[C:3]2[CH2:13][S:12][CH2:11][C:4]=2[S:5][C:6]=1[C:7]([O:9]C)=[O:8].O.[Li+].[OH-]. (2) The reactants are: [C:1]([CH2:3][C:4]([OH:6])=O)#[N:2].[NH:7]1[C:15]2[C:10](=[CH:11][CH:12]=[CH:13][CH:14]=2)[CH:9]=[CH:8]1. Given the product [NH:7]1[C:15]2[C:10](=[CH:11][CH:12]=[CH:13][CH:14]=2)[C:9]([C:4](=[O:6])[CH2:3][C:1]#[N:2])=[CH:8]1, predict the reactants needed to synthesize it.